Dataset: Peptide-MHC class I binding affinity with 185,985 pairs from IEDB/IMGT. Task: Regression. Given a peptide amino acid sequence and an MHC pseudo amino acid sequence, predict their binding affinity value. This is MHC class I binding data. (1) The peptide sequence is SREVISHRL. The MHC is HLA-A31:01 with pseudo-sequence HLA-A31:01. The binding affinity (normalized) is 0.141. (2) The peptide sequence is TMKEKSWLV. The MHC is HLA-A02:17 with pseudo-sequence HLA-A02:17. The binding affinity (normalized) is 0.658. (3) The peptide sequence is THEANTMAM. The MHC is HLA-A03:01 with pseudo-sequence HLA-A03:01. The binding affinity (normalized) is 0.120. (4) The MHC is HLA-B14:02 with pseudo-sequence HLA-B14:02. The binding affinity (normalized) is 0.213. The peptide sequence is RRLTVCGGIMF. (5) The binding affinity (normalized) is 0. The peptide sequence is EQMISCKF. The MHC is Mamu-A07 with pseudo-sequence Mamu-A07. (6) The peptide sequence is FQPSTEQLKN. The MHC is H-2-Kb with pseudo-sequence H-2-Kb. The binding affinity (normalized) is 0.0954.